Dataset: Experimentally validated miRNA-target interactions with 360,000+ pairs, plus equal number of negative samples. Task: Binary Classification. Given a miRNA mature sequence and a target amino acid sequence, predict their likelihood of interaction. The miRNA is hsa-miR-4638-5p with sequence ACUCGGCUGCGGUGGACAAGU. The protein sequence of the target gene is MGCTLSAEDKAAVERSKMIDRNLREDGEKAAREVKLLLLGAGESGKSTIVKQMKIIHEAGYSEEECKQYKAVVYSNTIQSIIAIIRAMGRLKIDFGDSARADDARQLFVLAGAAEEGFMTAELAGVIKRLWKDSGVQACFNRSREYQLNDSAAYYLNDLDRIAQPNYIPTQQDVLRTRVKTTGIVETHFTFKDLHFKMFDVGGQRSERKKWIHCFEGVTAIIFCVALSDYDLVLAEDEEMNRMHESMKLFDSICNNKWFTDTSIILFLNKKDLFEEKIKKSPLTICYPEYAGSNTYEEAA.... Result: 0 (no interaction).